This data is from Full USPTO retrosynthesis dataset with 1.9M reactions from patents (1976-2016). The task is: Predict the reactants needed to synthesize the given product. (1) Given the product [ClH:19].[CH2:1]([C:3]1[C:8](=[O:9])[NH:7][C:6]([CH3:10])=[C:5]([C:11]2[S:15][C:14]([S:16]([N:23]3[CH2:22][CH2:21][N:20]([CH2:26][CH2:27][O:28][CH2:29][CH2:30][OH:31])[CH2:25][CH2:24]3)(=[O:18])=[O:17])=[CH:13][CH:12]=2)[CH:4]=1)[CH3:2], predict the reactants needed to synthesize it. The reactants are: [CH2:1]([C:3]1[C:8](=[O:9])[NH:7][C:6]([CH3:10])=[C:5]([C:11]2[S:15][C:14]([S:16]([Cl:19])(=[O:18])=[O:17])=[CH:13][CH:12]=2)[CH:4]=1)[CH3:2].[N:20]1([CH2:26][CH2:27][O:28][CH2:29][CH2:30][OH:31])[CH2:25][CH2:24][NH:23][CH2:22][CH2:21]1. (2) Given the product [Cl:1][C:2]1[CH:7]=[N:6][C:5]([CH2:8][O:19][C:16]2[CH:17]=[CH:18][C:13]([Cl:12])=[CH:14][CH:15]=2)=[C:4]([CH:3]=1)[C:10]([OH:9])=[O:11], predict the reactants needed to synthesize it. The reactants are: [Cl:1][C:2]1[CH:3]=[C:4]2[C:10](=[O:11])[O:9][CH2:8][C:5]2=[N:6][CH:7]=1.[Cl:12][C:13]1[CH:18]=[CH:17][C:16]([OH:19])=[CH:15][CH:14]=1.C[O-].[Na+].C(O)(=O)CC(CC(O)=O)(C(O)=O)O. (3) Given the product [Cl:10][CH2:11][CH:12]1[C:20]2[C:19]3[CH:21]=[CH:22][C:23]([S:25]([NH:28][C:6](=[O:9])[CH2:7][CH3:8])(=[O:27])=[O:26])=[CH:24][C:18]=3[C:17]([N+:29]([O-:31])=[O:30])=[CH:16][C:15]=2[NH:14][CH2:13]1, predict the reactants needed to synthesize it. The reactants are: [C:6](O[C:6](=[O:9])[CH2:7][CH3:8])(=[O:9])[CH2:7][CH3:8].[Cl:10][CH2:11][CH:12]1[C:20]2[C:19]3[CH:21]=[CH:22][C:23]([S:25]([NH2:28])(=[O:27])=[O:26])=[CH:24][C:18]=3[C:17]([N+:29]([O-:31])=[O:30])=[CH:16][C:15]=2[N:14](C(=O)C(F)(F)F)[CH2:13]1.CCN(CC)CC.C([O-])([O-])=O.[Cs+].[Cs+].Cl. (4) Given the product [CH2:25]([N:8]1[C:9]2[C:4](=[CH:3][C:2]([I:1])=[CH:11][CH:10]=2)[C:5](=[O:17])[C:6]([C:12]([O:14][CH2:15][CH3:16])=[O:13])=[CH:7]1)[CH2:26][CH2:27][CH3:28], predict the reactants needed to synthesize it. The reactants are: [I:1][C:2]1[CH:3]=[C:4]2[C:9](=[CH:10][CH:11]=1)[NH:8][CH:7]=[C:6]([C:12]([O:14][CH2:15][CH3:16])=[O:13])[C:5]2=[O:17].C(=O)([O-])[O-].[K+].[K+].I[CH2:25][CH2:26][CH2:27][CH3:28]. (5) Given the product [OH:47][CH2:46][CH2:45][N:44]([CH2:48][CH2:49][OH:50])[CH2:43][CH2:42][CH2:41][NH:40][C:38]([C:10]1[C:11]([CH3:37])=[C:12]2[CH:14]=[C:15]3[N:33]=[C:18]([C:17]([CH3:34])=[C:16]3[CH2:35][CH3:36])[CH:19]=[C:20]3[NH:29][C:23]([C:22]([CH3:30])=[C:21]3[CH2:31][OH:32])=[CH:24][C:25]3=[N:28][C:7]([CH:6]([CH2:5][CH2:4][C:3]([O:2][CH3:1])=[O:56])[CH:26]3[CH3:27])=[C:8]([CH2:51][C:52]([O:54][CH3:55])=[O:53])[C:9]=1[NH:13]2)=[O:39], predict the reactants needed to synthesize it. The reactants are: [CH3:1][O:2][C:3](=[O:56])[CH2:4][CH2:5][CH:6]1[CH:26]([CH3:27])[C:25]2=[N:28][C:7]1=[C:8]([CH2:51][C:52]([O:54][CH3:55])=[O:53])[C:9]1[NH:13][C:12]([CH:14]=[C:15]3[N:33]=[C:18]([CH:19]=[C:20]4[NH:29][C:23](=[CH:24]2)[C:22]([CH3:30])=[C:21]4[CH:31]=[O:32])[C:17]([CH3:34])=[C:16]3[CH2:35][CH3:36])=[C:11]([CH3:37])[C:10]=1[C:38]([NH:40][CH2:41][CH2:42][CH2:43][N:44]([CH2:48][CH2:49][OH:50])[CH2:45][CH2:46][OH:47])=[O:39].